From a dataset of NCI-60 drug combinations with 297,098 pairs across 59 cell lines. Regression. Given two drug SMILES strings and cell line genomic features, predict the synergy score measuring deviation from expected non-interaction effect. (1) Drug 1: CC1=C2C(C(=O)C3(C(CC4C(C3C(C(C2(C)C)(CC1OC(=O)C(C(C5=CC=CC=C5)NC(=O)C6=CC=CC=C6)O)O)OC(=O)C7=CC=CC=C7)(CO4)OC(=O)C)O)C)OC(=O)C. Drug 2: CS(=O)(=O)OCCCCOS(=O)(=O)C. Cell line: MCF7. Synergy scores: CSS=24.0, Synergy_ZIP=-4.39, Synergy_Bliss=7.15, Synergy_Loewe=-13.0, Synergy_HSA=1.34. (2) Drug 1: C1CCC(CC1)NC(=O)N(CCCl)N=O. Drug 2: CN(C)N=NC1=C(NC=N1)C(=O)N. Cell line: HT29. Synergy scores: CSS=-1.26, Synergy_ZIP=-6.00, Synergy_Bliss=-7.70, Synergy_Loewe=-18.0, Synergy_HSA=-9.39. (3) Drug 1: CCC1=CC2CC(C3=C(CN(C2)C1)C4=CC=CC=C4N3)(C5=C(C=C6C(=C5)C78CCN9C7C(C=CC9)(C(C(C8N6C)(C(=O)OC)O)OC(=O)C)CC)OC)C(=O)OC.C(C(C(=O)O)O)(C(=O)O)O. Drug 2: CN1C(=O)N2C=NC(=C2N=N1)C(=O)N. Cell line: EKVX. Synergy scores: CSS=28.3, Synergy_ZIP=7.43, Synergy_Bliss=1.38, Synergy_Loewe=-43.4, Synergy_HSA=-1.95.